Dataset: Experimentally validated miRNA-target interactions with 360,000+ pairs, plus equal number of negative samples. Task: Binary Classification. Given a miRNA mature sequence and a target amino acid sequence, predict their likelihood of interaction. (1) Result: 0 (no interaction). The miRNA is hsa-miR-6805-3p with sequence UUGCUCUGCUCCCCCGCCCCCAG. The protein sequence of the target gene is MEKAHADEFPLTTDSSEKQGVVCIFGTGDFGKSLGLKMLQCGYSIVFGSRNPQVSSLLPRGAEVLSYSEAASKSDIIILAMHREHYDSLTELVDYLKGKVLVDVSNNRKINQYPESNAEYLAQLEPGAHVVKAFNTISAWALQSGTLDASRQVFVCGNDSKAKQRVMDIARTLGLTPLDQGSLMAASEIENYPLQLFPMWRFPFYLSSVLCVFFFVYCAIREVIYPYVNGKTDATYRLAISIPNRVFPITALILLALVYLPGILAAILQLYRGTKYRRFPNWLDHWMLCRKQLGLVALGF.... (2) The miRNA is hsa-miR-1827 with sequence UGAGGCAGUAGAUUGAAU. The protein sequence of the target gene is MDLENKVKKMGLGHEQGFGAPCLKCKEKCEGFELHFWRKICRNCKCGQEEHDVLLSNEEDRKVGKLFEDTKYTTLIAKLKSDGIPMYKRNVMILTNPVAAKKNVSINTVTYEWAPPVQNQALARQYMQMLPKEKQPVAGSEGAQYRKKQLAKQLPAHDQDPSKCHELSPREVKEMEQFVKKYKSEALGVGDVKLPCEMDAQGPKQMNIPGGDRSTPAAVGAMEDKSAEHKRTQYSCYCCKLSMKEGDPAIYAERAGYDKLWHPACFVCSTCHELLVDMIYFWKNEKLYCGRHYCDSEKPR.... Result: 1 (interaction). (3) The miRNA is mmu-miR-590-5p with sequence GAGCUUAUUCAUAAAAGUGCAG. The protein sequence of the target gene is MSYAEKPDEITKDEWMEKLNNLHVQRADMNRLIMNYLVTEGFKEAAEKFRMESGIEPSVDLETLDERIKIREMILKGQIQEAIALINSLHPELLDTNRYLYFHLQQQHLIELIRQRETEAALEFAQTQLAEQGEESRECLTEMERTLALLAFDSPEESPFGDLLHMMQRQKVWSEVNQAVLDYENRESTPKLAKLLKLLLWAQNELDQKKVKYPKMTDLSKGVIEEPK. Result: 0 (no interaction). (4) The miRNA is mmu-miR-338-3p with sequence UCCAGCAUCAGUGAUUUUGUUG. The protein sequence of the target gene is MAPPSAPLLLRAVGEAGPTRKRGRRPRALKFVDVAVYFSSEEWGCLQPAQRTLYRDVMRETYGLLGALGCAGPKPALISWLERNTDDWEPAALDPQEYRRWVTFQRKTRSKQKTEEKDVFPPKEAPRKGKRGRKPSKPRLIPRQTSGGPICPDCGCTFPDHLALESHKCAQNLKKPYPCPDCGRRFSYPSLLVSHRRAHSGECPYVCDQCGKRFSQRKNLSQHQVIHTGEKPYHCPDCGRCFRRSRSLANHRTTHTGEKPHQCPSCGRRFAYPSLLAIHQRTHTGEKPYTCLECSRRFRQ.... Result: 1 (interaction). (5) The miRNA is hsa-miR-499b-3p with sequence AACAUCACUGCAAGUCUUAACA. The protein sequence of the target gene is MADKRKLQGEIDRCLKKVSEGVEQFEDIWQKLHNAANANQKEKYEADLKKEIKKLQRLRDQIKTWVASNEIKDKRQLIDNRKLIETQMERFKVVERETKTKAYSKEGLGLAQKVDPAQKEKEEVGQWLTNTIDTLNMQVDQFESEVESLSVQTRKKKGDKDKQDRIEGLKRHIEKHRYHVRMLETILRMLDNDSILVDAIRKIKDDVEYYVDSSQDPDFEENEFLYDDLDLEDIPQALVATSPPSHSHMEDEIFNQSSSTPTSTTSSSPIPPSPANCTTENSEDDKKRGRSTDSEVSQSP.... Result: 0 (no interaction). (6) The protein sequence of the target gene is MVRTKTWTLKKHFVGYPTNSDFELKTAELPPLKNGEVLLEALFLTVDPYMRVAAKRLKEGDTMMGQQVAKVVESKNVALPKGTIVLASPGWTTHSISDGKDLEKLLTEWPDTIPLSLALGTVGMPGLTAYFGLLEICGVKGGETVMVNAAAGAVGSVVGQIAKLKGCKVVGAVGSDEKVAYLQKLGFDVVFNYKTVESLEETLKKASPDGYDCYFDNVGGEFSNTVIGQMKKFGRIAICGAISTYNRTGPLPPGPPPEIVIYQELRMEAFVVYRWQGDARQKALKDLLKWVLEGKIQYKE.... Result: 0 (no interaction). The miRNA is mmu-miR-5132-5p with sequence GCGUGGGGUGGUGGACUCAGG. (7) The miRNA is hsa-miR-4665-5p with sequence CUGGGGGACGCGUGAGCGCGAGC. The protein sequence of the target gene is MPSDRPFKQRRSFADRCKEVQQIRDQHPSKIPVIIERYKGEKQLPVLDKTKFLVPDHVNMSELVKIIRRRLQLNPTQAFFLLVNQHSMVSVSTPIADIYEQEKDEDGFLYMVYASQETFGF. Result: 0 (no interaction).